From a dataset of Forward reaction prediction with 1.9M reactions from USPTO patents (1976-2016). Predict the product of the given reaction. Given the reactants [CH3:1][O:2][C:3]1[CH:20]=[CH:19][C:18]2[C@@H:17]3[C@H:8]([C@H:9]4[C@@:13]([CH2:15][CH2:16]3)([CH3:14])[C@@H:12]([O:21][CH2:22][O:23][CH3:24])[CH2:11][CH:10]4[CH2:25]OS(CC3C=CC=CC=3)(=O)=O)[CH2:7][CH2:6][C:5]=2[CH:4]=1, predict the reaction product. The product is: [CH3:1][O:2][C:3]1[CH:20]=[CH:19][C:18]2[C@@H:17]3[C@H:8]([C@H:9]4[C@@:13]([CH2:15][CH2:16]3)([CH3:14])[C@@H:12]([O:21][CH2:22][O:23][CH3:24])[CH2:11][C@@H:10]4[CH3:25])[CH2:7][CH2:6][C:5]=2[CH:4]=1.